From a dataset of Forward reaction prediction with 1.9M reactions from USPTO patents (1976-2016). Predict the product of the given reaction. (1) Given the reactants [Br:1][C:2]1[CH:3]=[C:4]2[C:9](=[N:10][CH:11]=1)[N:8]([CH2:12][CH2:13][OH:14])[CH:7]=[C:6]([C:15]([O:17][CH2:18][CH3:19])=[O:16])[C:5]2=[O:20].C(N(CC)CC)C.[CH3:28][S:29](Cl)(=[O:31])=[O:30], predict the reaction product. The product is: [Br:1][C:2]1[CH:3]=[C:4]2[C:9](=[N:10][CH:11]=1)[N:8]([CH2:12][CH2:13][O:14][S:29]([CH3:28])(=[O:31])=[O:30])[CH:7]=[C:6]([C:15]([O:17][CH2:18][CH3:19])=[O:16])[C:5]2=[O:20]. (2) Given the reactants [CH3:1][C:2]1[C:3]([C:15]2[CH:20]=[CH:19][CH:18]=[CH:17][CH:16]=2)=[N:4][C:5]2[C:10]([C:11]=1[C:12](Cl)=[O:13])=[CH:9][CH:8]=[CH:7][CH:6]=2.[C:21]1([CH:27]([NH2:31])[CH:28]([OH:30])[CH3:29])[CH:26]=[CH:25][CH:24]=[CH:23][CH:22]=1.C(Cl)Cl, predict the reaction product. The product is: [OH:30][C@H:28]([C@H:27]([NH:31][C:12]([C:11]1[C:10]2[C:5](=[CH:6][CH:7]=[CH:8][CH:9]=2)[N:4]=[C:3]([C:15]2[CH:20]=[CH:19][CH:18]=[CH:17][CH:16]=2)[C:2]=1[CH3:1])=[O:13])[C:21]1[CH:26]=[CH:25][CH:24]=[CH:23][CH:22]=1)[CH3:29]. (3) Given the reactants [NH2:1][C:2]1[CH:7]=[CH:6][C:5]([N:8]2[C:14](=[O:15])[CH2:13][C:12](=[O:16])[NH:11][C:10]3[C:17]4[C:22]([CH:23]=[CH:24][C:9]2=3)=[CH:21][CH:20]=[CH:19][CH:18]=4)=[CH:4][CH:3]=1.[C:25]1([N:31]=[C:32]=[O:33])[CH:30]=[CH:29][CH:28]=[CH:27][CH:26]=1, predict the reaction product. The product is: [O:16]=[C:12]1[NH:11][C:10]2[C:17]3[C:22]([CH:23]=[CH:24][C:9]=2[N:8]([C:5]2[CH:6]=[CH:7][C:2]([NH:1][C:32]([NH:31][C:25]4[CH:30]=[CH:29][CH:28]=[CH:27][CH:26]=4)=[O:33])=[CH:3][CH:4]=2)[C:14](=[O:15])[CH2:13]1)=[CH:21][CH:20]=[CH:19][CH:18]=3. (4) Given the reactants [CH:1]([Mg]Br)([CH3:3])[CH3:2].C(OCC)C.[CH:11]([C:13]1[CH:14]=[C:15]([CH:18]=[CH:19][CH:20]=1)[C:16]#[N:17])=[O:12], predict the reaction product. The product is: [OH:12][CH:11]([C:13]1[CH:14]=[C:15]([CH:18]=[CH:19][CH:20]=1)[C:16]#[N:17])[CH:1]([CH3:3])[CH3:2]. (5) Given the reactants [Cl:1][C:2]1[CH:7]=[C:6]([O:8][C:9]2[CH:10]=[CH:11][C:12]([NH2:15])=[N:13][CH:14]=2)[CH:5]=[CH:4][N:3]=1.[C:16](O[C:16]([O:18][C:19]([CH3:22])([CH3:21])[CH3:20])=[O:17])([O:18][C:19]([CH3:22])([CH3:21])[CH3:20])=[O:17], predict the reaction product. The product is: [Cl:1][C:2]1[CH:7]=[C:6]([O:8][C:9]2[CH:10]=[CH:11][C:12]([NH:15][C:16](=[O:17])[O:18][C:19]([CH3:22])([CH3:21])[CH3:20])=[N:13][CH:14]=2)[CH:5]=[CH:4][N:3]=1. (6) Given the reactants [CH3:1][C@@:2]([S:24]([CH3:27])(=[O:26])=[O:25])([CH2:6][CH2:7][N:8]1[CH:12]=[C:11]([C:13]2[CH:18]=[CH:17][C:16]([C:19]3[O:20][CH:21]=[CH:22][N:23]=3)=[CH:15][CH:14]=2)[CH:10]=[N:9]1)[C:3](O)=[O:4].CN1CCOCC1.[O:35]1[CH2:40][CH2:39][CH2:38][CH2:37][CH:36]1[O:41][NH2:42].O, predict the reaction product. The product is: [CH3:1][C@@:2]([S:24]([CH3:27])(=[O:25])=[O:26])([CH2:6][CH2:7][N:8]1[CH:12]=[C:11]([C:13]2[CH:18]=[CH:17][C:16]([C:19]3[O:20][CH:21]=[CH:22][N:23]=3)=[CH:15][CH:14]=2)[CH:10]=[N:9]1)[C:3]([NH:42][O:41][CH:36]1[CH2:37][CH2:38][CH2:39][CH2:40][O:35]1)=[O:4].